Predict which catalyst facilitates the given reaction. From a dataset of Catalyst prediction with 721,799 reactions and 888 catalyst types from USPTO. Reactant: C(=O)(O)[O-].[Na+].[NH2:6][C:7]1[CH:8]=[C:9]([CH:13]=[CH:14][CH:15]=1)[C:10]([NH2:12])=[O:11].[C:16](Cl)(Cl)=[S:17]. Product: [N:6]([C:7]1[CH:8]=[C:9]([CH:13]=[CH:14][CH:15]=1)[C:10]([NH2:12])=[O:11])=[C:16]=[S:17]. The catalyst class is: 408.